This data is from Forward reaction prediction with 1.9M reactions from USPTO patents (1976-2016). The task is: Predict the product of the given reaction. (1) Given the reactants Cl[SiH:2]1[N:6]([C:7]([CH3:14])([CH3:13])[CH2:8][C:9]([CH3:12])([CH3:11])[CH3:10])[CH:5]=[CH:4][N:3]1[C:15]([CH3:22])([CH3:21])[CH2:16][C:17]([CH3:20])([CH3:19])[CH3:18].[NH3:23], predict the reaction product. The product is: [NH2:23][SiH:2]1[N:6]([C:7]([CH3:14])([CH3:13])[CH2:8][C:9]([CH3:12])([CH3:11])[CH3:10])[CH:5]=[CH:4][N:3]1[C:15]([CH3:22])([CH3:21])[CH2:16][C:17]([CH3:20])([CH3:19])[CH3:18]. (2) Given the reactants Cl[C:2]1[C:11]([C:12]([OH:14])=[O:13])=[CH:10][C:9]2[C:4](=[C:5]([Cl:16])[CH:6]=[C:7]([Cl:15])[CH:8]=2)[N:3]=1.[OH:17][C:18]1[CH:19]=[C:20]([CH:27]=[CH:28][CH:29]=1)[CH2:21][CH:22]([C:24]([OH:26])=[O:25])[NH2:23], predict the reaction product. The product is: [C:24]([CH:22]([NH:23][C:2]1[C:11]([C:12]([OH:14])=[O:13])=[CH:10][C:9]2[C:4](=[C:5]([Cl:16])[CH:6]=[C:7]([Cl:15])[CH:8]=2)[N:3]=1)[CH2:21][C:20]1[CH:27]=[CH:28][CH:29]=[C:18]([OH:17])[CH:19]=1)([OH:26])=[O:25].